Task: Regression. Given two drug SMILES strings and cell line genomic features, predict the synergy score measuring deviation from expected non-interaction effect.. Dataset: NCI-60 drug combinations with 297,098 pairs across 59 cell lines Drug 1: C1CN1P(=S)(N2CC2)N3CC3. Drug 2: CC1=C2C(C(=O)C3(C(CC4C(C3C(C(C2(C)C)(CC1OC(=O)C(C(C5=CC=CC=C5)NC(=O)C6=CC=CC=C6)O)O)OC(=O)C7=CC=CC=C7)(CO4)OC(=O)C)O)C)OC(=O)C. Cell line: OVCAR3. Synergy scores: CSS=22.4, Synergy_ZIP=9.76, Synergy_Bliss=12.6, Synergy_Loewe=-28.5, Synergy_HSA=-0.0456.